From a dataset of Full USPTO retrosynthesis dataset with 1.9M reactions from patents (1976-2016). Predict the reactants needed to synthesize the given product. (1) Given the product [CH2:1]([N:8]1[CH2:12][C@@H:11]([NH:13][CH2:14][C:15]2[CH:20]=[CH:19][C:18]([F:21])=[CH:17][C:16]=2[F:22])[CH2:10][C@H:9]1[C:30]([N:40]1[CH2:41][CH2:42][N:37]([CH2:36][CH2:35][O:34][CH3:33])[CH2:38][CH2:39]1)=[O:31])[C:2]1[CH:7]=[CH:6][CH:5]=[CH:4][CH:3]=1, predict the reactants needed to synthesize it. The reactants are: [CH2:1]([N:8]1[CH2:12][CH:11]([N:13](C(OC(C)(C)C)=O)[CH2:14][C:15]2[CH:20]=[CH:19][C:18]([F:21])=[CH:17][C:16]=2[F:22])[CH2:10][CH:9]1[C:30](O)=[O:31])[C:2]1[CH:7]=[CH:6][CH:5]=[CH:4][CH:3]=1.[CH3:33][O:34][CH2:35][CH2:36][N:37]1[CH2:42][CH2:41][NH:40][CH2:39][CH2:38]1. (2) Given the product [ClH:23].[Br:15][CH2:16][CH2:17][CH2:18][CH2:19][CH2:20][CH2:21][O:14][CH:11]1[CH2:10][CH2:9][NH:8][CH2:13][CH2:12]1, predict the reactants needed to synthesize it. The reactants are: C(OC([N:8]1[CH2:13][CH2:12][CH:11]([OH:14])[CH2:10][CH2:9]1)=O)(C)(C)C.[Br:15][CH2:16][CH2:17][CH2:18][CH2:19][CH2:20][CH2:21]Br.[ClH:23]. (3) Given the product [NH2:22][C:18]1[CH:17]=[C:16]([S:13]([N:5]([C:6]2[CH:11]=[CH:10][CH:9]=[CH:8][C:7]=2[OH:12])[C@H:4]([C:3]([OH:24])=[O:2])[CH3:23])(=[O:15])=[O:14])[CH:21]=[CH:20][CH:19]=1, predict the reactants needed to synthesize it. The reactants are: C[O:2][C:3](=[O:24])[C@H:4]([CH3:23])[N:5]([S:13]([C:16]1[CH:21]=[CH:20][CH:19]=[C:18]([NH2:22])[CH:17]=1)(=[O:15])=[O:14])[C:6]1[CH:11]=[CH:10][CH:9]=[CH:8][C:7]=1[OH:12].[OH-].[Na+].O.Cl. (4) Given the product [CH3:1][C@H:2]1[CH2:7][N:6]2[N:8]=[CH:9][C:10]([CH:11]3[CH2:15][CH2:14][NH:13][C:12]3=[O:16])=[C:5]2[CH2:4][N:3]1[C:27]([NH:26][C:20]1[CH:21]=[C:22]([F:25])[C:23]([F:24])=[C:18]([F:17])[CH:19]=1)=[O:28], predict the reactants needed to synthesize it. The reactants are: [CH3:1][C@H:2]1[CH2:7][N:6]2[N:8]=[CH:9][C:10]([CH:11]3[CH2:15][CH2:14][NH:13][C:12]3=[O:16])=[C:5]2[CH2:4][NH:3]1.[F:17][C:18]1[CH:19]=[C:20]([NH:26][C:27](=O)[O:28]C2C=CC=CC=2)[CH:21]=[C:22]([F:25])[C:23]=1[F:24].CCN(CC)CC. (5) The reactants are: Br[C:2]1[CH:7]=[CH:6][C:5]([O:8][CH:9]([CH3:11])[CH3:10])=[CH:4][N:3]=1.[I-:12].[Na+].CN[C@@H]1CCCC[C@H]1NC. Given the product [I:12][C:2]1[CH:7]=[CH:6][C:5]([O:8][CH:9]([CH3:11])[CH3:10])=[CH:4][N:3]=1, predict the reactants needed to synthesize it. (6) Given the product [N:34]1[CH:35]=[CH:36][C:37]([CH2:1][O:2][C:3]2[CH:8]=[CH:7][CH:6]=[CH:5][C:4]=2[C:9]2[N:14]=[CH:13][N:12]=[C:11]([NH:15][C:16]3[CH:17]=[C:18]([CH2:22][S:23]([NH2:26])(=[O:25])=[O:24])[CH:19]=[CH:20][CH:21]=3)[N:10]=2)=[CH:38][CH:39]=1, predict the reactants needed to synthesize it. The reactants are: [CH3:1][O:2][C:3]1[CH:8]=[CH:7][CH:6]=[CH:5][C:4]=1[C:9]1[N:14]=[CH:13][N:12]=[C:11]([NH:15][C:16]2[CH:17]=[C:18]([CH2:22][S:23]([NH2:26])(=[O:25])=[O:24])[CH:19]=[CH:20][CH:21]=2)[N:10]=1.ClC1N=CN=C([NH:34][C:35]2[CH:36]=[C:37](CS(N)(=O)=O)[CH:38]=[CH:39]C=2)N=1.N1C=CC(COC2C=CC=CC=2B2OC(C)(C)C(C)(C)O2)=CC=1. (7) The reactants are: [H-].[Na+].[F:3][C:4]1[CH:14]=[CH:13][C:7]2[N:8]([CH3:12])[C:9](=[O:11])[NH:10][C:6]=2[CH:5]=1.I[CH3:16].O. Given the product [F:3][C:4]1[CH:14]=[CH:13][C:7]2[N:8]([CH3:12])[C:9](=[O:11])[N:10]([CH3:16])[C:6]=2[CH:5]=1, predict the reactants needed to synthesize it. (8) Given the product [I:1][C:2]1[NH:6][C:5]([CH:7]2[CH2:9][CH2:12][O:11][CH2:8]2)=[N:4][C:3]=1[CH3:10], predict the reactants needed to synthesize it. The reactants are: [I:1][C:2]1[NH:6][C:5]([CH:7]([CH3:9])[CH3:8])=[N:4][C:3]=1[CH3:10].[O:11]1CCC(C=O)[CH2:12]1. (9) The reactants are: [CH3:1][C:2]1[CH:7]=[C:6]([O:8]C)[C:5]([CH3:10])=[CH:4][C:3]=1[C:11]1[CH:15]=[CH:14][N:13]([CH3:16])[N:12]=1.Br. Given the product [CH3:10][C:5]1[CH:4]=[C:3]([C:11]2[CH:15]=[CH:14][N:13]([CH3:16])[N:12]=2)[C:2]([CH3:1])=[CH:7][C:6]=1[OH:8], predict the reactants needed to synthesize it. (10) The reactants are: [F:1][C:2]([F:13])([F:12])[C:3]1[CH:8]=[CH:7][C:6](B(O)O)=[CH:5][CH:4]=1.[NH2:14][C:15]1[CH:24]=[CH:23][C:22](Br)=[CH:21][C:16]=1[C:17]([O:19][CH3:20])=[O:18].C(=O)([O-])[O-].[Na+].[Na+]. Given the product [NH2:14][C:15]1[CH:24]=[CH:23][C:22]([C:6]2[CH:7]=[CH:8][C:3]([C:2]([F:13])([F:12])[F:1])=[CH:4][CH:5]=2)=[CH:21][C:16]=1[C:17]([O:19][CH3:20])=[O:18], predict the reactants needed to synthesize it.